This data is from NCI-60 drug combinations with 297,098 pairs across 59 cell lines. The task is: Regression. Given two drug SMILES strings and cell line genomic features, predict the synergy score measuring deviation from expected non-interaction effect. (1) Cell line: SK-MEL-28. Drug 1: C1=CN(C(=O)N=C1N)C2C(C(C(O2)CO)O)O.Cl. Drug 2: C1CC(=O)NC(=O)C1N2C(=O)C3=CC=CC=C3C2=O. Synergy scores: CSS=28.9, Synergy_ZIP=1.56, Synergy_Bliss=-1.90, Synergy_Loewe=-25.8, Synergy_HSA=-2.00. (2) Cell line: BT-549. Drug 2: C1=NC(=NC(=O)N1C2C(C(C(O2)CO)O)O)N. Synergy scores: CSS=21.6, Synergy_ZIP=-5.15, Synergy_Bliss=1.23, Synergy_Loewe=-2.37, Synergy_HSA=1.12. Drug 1: C1CCC(CC1)NC(=O)N(CCCl)N=O. (3) Drug 1: CC1C(C(=O)NC(C(=O)N2CCCC2C(=O)N(CC(=O)N(C(C(=O)O1)C(C)C)C)C)C(C)C)NC(=O)C3=C4C(=C(C=C3)C)OC5=C(C(=O)C(=C(C5=N4)C(=O)NC6C(OC(=O)C(N(C(=O)CN(C(=O)C7CCCN7C(=O)C(NC6=O)C(C)C)C)C)C(C)C)C)N)C. Drug 2: CC1C(C(CC(O1)OC2CC(CC3=C2C(=C4C(=C3O)C(=O)C5=C(C4=O)C(=CC=C5)OC)O)(C(=O)CO)O)N)O.Cl. Cell line: OVCAR-8. Synergy scores: CSS=27.4, Synergy_ZIP=4.14, Synergy_Bliss=5.44, Synergy_Loewe=3.13, Synergy_HSA=5.67. (4) Drug 1: C1=CC(=CC=C1CCCC(=O)O)N(CCCl)CCCl. Drug 2: CCC1(CC2CC(C3=C(CCN(C2)C1)C4=CC=CC=C4N3)(C5=C(C=C6C(=C5)C78CCN9C7C(C=CC9)(C(C(C8N6C)(C(=O)OC)O)OC(=O)C)CC)OC)C(=O)OC)O.OS(=O)(=O)O. Cell line: NCIH23. Synergy scores: CSS=46.4, Synergy_ZIP=-9.47, Synergy_Bliss=-8.36, Synergy_Loewe=-6.78, Synergy_HSA=-5.22. (5) Cell line: ACHN. Drug 2: C1=CC=C(C=C1)NC(=O)CCCCCCC(=O)NO. Synergy scores: CSS=49.2, Synergy_ZIP=1.92, Synergy_Bliss=3.87, Synergy_Loewe=0.684, Synergy_HSA=4.01. Drug 1: CC12CCC3C(C1CCC2=O)CC(=C)C4=CC(=O)C=CC34C. (6) Drug 1: C1CCC(CC1)NC(=O)N(CCCl)N=O. Drug 2: CC1=C(C(=CC=C1)Cl)NC(=O)C2=CN=C(S2)NC3=CC(=NC(=N3)C)N4CCN(CC4)CCO. Cell line: IGROV1. Synergy scores: CSS=59.9, Synergy_ZIP=0.262, Synergy_Bliss=2.78, Synergy_Loewe=5.25, Synergy_HSA=7.76. (7) Drug 1: CC1CCC2CC(C(=CC=CC=CC(CC(C(=O)C(C(C(=CC(C(=O)CC(OC(=O)C3CCCCN3C(=O)C(=O)C1(O2)O)C(C)CC4CCC(C(C4)OC)O)C)C)O)OC)C)C)C)OC. Synergy scores: CSS=33.9, Synergy_ZIP=-3.54, Synergy_Bliss=-1.23, Synergy_Loewe=-6.99, Synergy_HSA=-1.17. Cell line: HCT-15. Drug 2: CN(CCCl)CCCl.Cl.